Dataset: Forward reaction prediction with 1.9M reactions from USPTO patents (1976-2016). Task: Predict the product of the given reaction. Given the reactants [CH:1]1[CH:2]=[C:3]2[C:10](=[O:11])[N:9]([CH:12]3[C:18](=[O:19])[NH:17][C:15](=[O:16])[CH2:14][CH2:13]3)[CH2:8][C:4]2=[C:5]([NH2:7])[CH:6]=1.[C:20]([OH:29])(=[O:28])[C@@H:21]([C@H:23]([C:25]([OH:27])=[O:26])[OH:24])[OH:22].O, predict the reaction product. The product is: [CH:1]1[CH:2]=[C:3]2[C:10](=[O:11])[N:9]([CH:12]3[C:18](=[O:19])[NH:17][C:15](=[O:16])[CH2:14][CH2:13]3)[CH2:8][C:4]2=[C:5]([NH2:7])[CH:6]=1.[C:20]([OH:29])(=[O:28])[C@@H:21]([C@H:23]([C:25]([OH:27])=[O:26])[OH:24])[OH:22].